This data is from Experimentally validated miRNA-target interactions with 360,000+ pairs, plus equal number of negative samples. The task is: Binary Classification. Given a miRNA mature sequence and a target amino acid sequence, predict their likelihood of interaction. (1) The miRNA is hsa-miR-5707 with sequence ACGUUUGAAUGCUGUACAAGGC. The protein sequence of the target gene is MADFLKGLPVYNKSNFSRFHADSVCKASNRRPSVYLPTREYPSEQIIVTEKTNILLRYLHQQWDKKNAAKKRDQEQVELEGESSAPPRKVARTDSPDMHEDT. Result: 0 (no interaction). (2) The miRNA is hsa-miR-320d with sequence AAAAGCUGGGUUGAGAGGA. The protein sequence of the target gene is MRSPVRDLARNDGEESTDRTPLLPGAPRAEAAPVCCSARYNLAILAFFGFFIVYALRVNLSVALVDMVDSNTTLEDNRTSKACPEHSAPIKVHHNQTGKKYQWDAETQGWILGSFFYGYIITQIPGGYVASKIGGKMLLGFGILGTAVLTLFTPIAADLGVGPLIVLRALEGLGEGVTFPAMHAMWSSWAPPLERSKLLSISYAGAQLGTVISLPLSGIICYYMNWTYVFYFFGTIGIFWFLLWIWLVSDTPQKHKRISHYEKEYILSSLRNQLSSQKSVPWVPILKSLPLWAIVVAHFS.... Result: 0 (no interaction). (3) The miRNA is hsa-miR-215-5p with sequence AUGACCUAUGAAUUGACAGAC. The protein sequence of the target gene is MSSMWSEYTIGGVKIYFPYKAYPSQLAMMNSILRGLNSKQHCLLESPTGSGKSLALLCSALAWQQSLSGKPADEGVSEKAEVQLSCCCACHSKDFTNNDMNQGTSRHFNYPSTPPSERNGTSSTCQDSPEKTTLAAKLSAKKQASIYRDENDDFQVEKKRIRPLETTQQIRKRHCFGTEVHNLDAKVDSGKTVKLNSPLEKINSFSPQKPPGHCSRCCCSTKQGNSQESSNTIKKDHTGKSKIPKIYFGTRTHKQIAQITRELRRTAYSGVPMTILSSRDHTCVHPEVVGNFNRNEKCME.... Result: 1 (interaction). (4) The miRNA is hsa-miR-4312 with sequence GGCCUUGUUCCUGUCCCCA. The protein sequence of the target gene is MKPVHERSQECLPPKKRDLPVTSEDMGRTTSCSTNHTPSSDASEWSRGVVVAGQSQAGARVSLGGDGAEAITGLTVDQYGMLYKVAVPPATFSPTGLPSVVNMSPLPPTFNVASSLIQHPGIHYPPLHYAQLPSTSLQFIGSPYSLPYAVPPNFLPSPLLSPSANLATSHLPHFVPYASLLAEGATPPPQAPSPAHSFNKAPSATSPSGQLPHHSSTQPLDLAPGRMPIYYQMSRLPAGYTLHETPPAGASPVLTPQESQSALEAAAANGGQRPRERNLVRRESEALDSPNSKGEGQGLV.... Result: 1 (interaction). (5) The miRNA is hsa-miR-6850-3p with sequence CCCGGCCGGAACGCCGCACU. The protein sequence of the target gene is MSKTGTKITFYEDKNFQGRRYDCDCDCADFHTYLSRCNSIKVEGGTWAVYERPNFAGYMYILPQGEYPEYQRWMGLNDRLSSCRAVHLPSGGQYKIQIFEKGDFSGQMYETTEDCPSIMEQFHMREIHSCKVLEGVWIFYELPNYRGRQYLLDKKEYRKPIDWGAASPAVQSFRRIVE. Result: 0 (no interaction). (6) The miRNA is hsa-miR-1827 with sequence UGAGGCAGUAGAUUGAAU. The protein sequence of the target gene is MDNRKEPPFFNDDNMGPFYYRLHFCDTMELFIETLTGTCFELRVSPFETVISVKAKIRRLEGIPICRQHLIWNNMELENDYCLNDYNISEGCTLKLVLAMRGGPINTRRVPTDDPLRKMAEYLDSSRVEVWEKTSCSKQVTFLVYQEGDQLNFFPAVDRGDGTLTPLSDSSKKIDFHLHVLRRKGEHRMSGGSMYNSDTDEDEETEPSSSGQQIIENSITMNKMKLLKAKMKNMNLSKKPKKAVKIKPHPPVAPRPSSGSTAPSRHRLLRVLPNIGQSCSPAFGNAYPPEISRNGISSLA.... Result: 1 (interaction). (7) The miRNA is hsa-miR-4649-5p with sequence UGGGCGAGGGGUGGGCUCUCAGAG. The protein sequence of the target gene is MINAQELLTLEDVTVEFTWEEWQLLGPFQKDLYRDVMLEIYSNLLSMGYQVSKPDALSKLERGEEPWTMEDERHSRICPENNEVDDHLQDHLENQRMLKSVEQYHEHNAFGNTASQTKSLCLFRENHDTFELYIKTLKSNLSLVNQNKSCEINNSTKFSGDGKSFLHGNYEELYSAAKFSVSTKANSTKSQVSKHQRTHEIEKNHVCSECGKAFVKKSQLTDHERVHTGEKPYGCTLCAKVFSRKSRLNEHQRIHKREKSFICSECGKVFTMKSRLIEHQRTHTGEKPYICNECGKGFPG.... Result: 0 (no interaction).